This data is from NCI-60 drug combinations with 297,098 pairs across 59 cell lines. The task is: Regression. Given two drug SMILES strings and cell line genomic features, predict the synergy score measuring deviation from expected non-interaction effect. (1) Drug 1: C1=CN(C=N1)CC(O)(P(=O)(O)O)P(=O)(O)O. Drug 2: C(=O)(N)NO. Cell line: OVCAR-8. Synergy scores: CSS=1.42, Synergy_ZIP=1.32, Synergy_Bliss=3.90, Synergy_Loewe=0.723, Synergy_HSA=-0.731. (2) Drug 1: CC1=C(C(CCC1)(C)C)C=CC(=CC=CC(=CC(=O)O)C)C. Drug 2: CN1C2=C(C=C(C=C2)N(CCCl)CCCl)N=C1CCCC(=O)O.Cl. Cell line: SK-MEL-28. Synergy scores: CSS=2.41, Synergy_ZIP=-1.25, Synergy_Bliss=-0.255, Synergy_Loewe=-1.11, Synergy_HSA=-0.648.